The task is: Regression/Classification. Given a drug SMILES string, predict its absorption, distribution, metabolism, or excretion properties. Task type varies by dataset: regression for continuous measurements (e.g., permeability, clearance, half-life) or binary classification for categorical outcomes (e.g., BBB penetration, CYP inhibition). Dataset: cyp1a2_veith.. This data is from CYP1A2 inhibition data for predicting drug metabolism from PubChem BioAssay. (1) The molecule is CC(C)c1cc(Nc2cccc(O)c2)cc(C(C)C)c1O. The result is 1 (inhibitor). (2) The compound is Cc1ccc(CNC(=O)C2CCC(=O)N2C2CCCCC2)cc1. The result is 0 (non-inhibitor). (3) The drug is COc1ccc(NC(=O)COC(=O)c2c3c(nc4ccccc24)CCCC3)cc1. The result is 1 (inhibitor). (4) The compound is O=C(c1csnn1)N1CCC2(CCCN(c3ccc(-c4ccccc4)cc3)C2)CC1. The result is 0 (non-inhibitor). (5) The molecule is CCOC(=O)N/N=C1/C[C@@H](O)[C@@H](O)[C@@H]2[C@@H]3C(=O)N(Cc4ccccc4)C(=O)[C@H]3CC[C@@H]12. The result is 0 (non-inhibitor). (6) The drug is CS(=O)(=O)N1CCC[C@@]2(CCN(c3ncccn3)C2)C1. The result is 0 (non-inhibitor). (7) The result is 0 (non-inhibitor). The compound is CC(C)CNC(=S)NC1CC2CCCC(C1)N2Cc1ccco1. (8) The drug is O=C(c1ccc(C(F)(F)F)cc1)c1c[nH]c(C(=O)NCCCn2ccnc2)c1. The result is 1 (inhibitor). (9) The compound is CC1(C)OC(=O)NC1=O. The result is 0 (non-inhibitor).